Dataset: Catalyst prediction with 721,799 reactions and 888 catalyst types from USPTO. Task: Predict which catalyst facilitates the given reaction. (1) Reactant: [Cl:1][C:2]1[CH:3]=[C:4]([C:8]2[N:13]=[CH:12][C:11]([CH:14]([OH:16])[CH3:15])=[CH:10][N:9]=2)[CH:5]=[CH:6][CH:7]=1.IC.[H-].[Na+].[C:21]([O-])(O)=O.[Na+]. Product: [Cl:1][C:2]1[CH:3]=[C:4]([C:8]2[N:9]=[CH:10][C:11]([CH:14]([O:16][CH3:21])[CH3:15])=[CH:12][N:13]=2)[CH:5]=[CH:6][CH:7]=1. The catalyst class is: 3. (2) Reactant: C[Si]([N-][Si](C)(C)C)(C)C.[K+].[CH:11]1[CH:12]=[CH:13][C:14]([CH2:17][CH2:18][CH2:19][CH2:20][CH2:21][CH2:22][C:23]([C:25]2[O:29][C:28]([C:30]3[CH:31]=[CH:32][CH:33]=[CH:34][N:35]=3)=[CH:27][N:26]=2)=[O:24])=[CH:15][CH:16]=1.C1(S(N2C(C3C=CC=CC=3)O2)(=O)=[O:43])C=CC=CC=1. Product: [OH:43][CH:22]([CH2:21][CH2:20][CH2:19][CH2:18][CH2:17][C:14]1[CH:13]=[CH:12][CH:11]=[CH:16][CH:15]=1)[C:23]([C:25]1[O:29][C:28]([C:30]2[CH:31]=[CH:32][CH:33]=[CH:34][N:35]=2)=[CH:27][N:26]=1)=[O:24]. The catalyst class is: 1.